This data is from Forward reaction prediction with 1.9M reactions from USPTO patents (1976-2016). The task is: Predict the product of the given reaction. (1) Given the reactants [C:1]1([N:7]2[C:11]([CH2:12][CH2:13][CH3:14])=[CH:10][C:9]([CH2:15][CH2:16][CH:17]=O)=[N:8]2)[CH:6]=[CH:5][CH:4]=[CH:3][CH:2]=1.[C:19]1([N:25]2[CH2:30][CH2:29][NH:28][CH2:27][CH2:26]2)[CH:24]=[CH:23][CH:22]=[CH:21][CH:20]=1.CCN(C(C)C)C(C)C.[BH-](OC(C)=O)(OC(C)=O)OC(C)=O.[Na+], predict the reaction product. The product is: [C:19]1([N:25]2[CH2:30][CH2:29][N:28]([CH2:17][CH2:16][CH2:15][C:9]3[CH:10]=[C:11]([CH2:12][CH2:13][CH3:14])[N:7]([C:1]4[CH:6]=[CH:5][CH:4]=[CH:3][CH:2]=4)[N:8]=3)[CH2:27][CH2:26]2)[CH:24]=[CH:23][CH:22]=[CH:21][CH:20]=1. (2) Given the reactants [CH3:1][N:2]([C:14]([C:16]1[CH:17]=[C:18]2[C:23](=[CH:24][CH:25]=1)[N:22]=[CH:21][CH:20]=[N:19]2)=O)[N:3]([CH3:13])[C:4](=[O:12])[CH2:5][C:6]1[CH:11]=[CH:10][CH:9]=[CH:8][N:7]=1.[H-].[Na+], predict the reaction product. The product is: [CH3:1][N:2]1[C:14]([C:16]2[CH:17]=[C:18]3[C:23](=[CH:24][CH:25]=2)[N:22]=[CH:21][CH:20]=[N:19]3)=[C:5]([C:6]2[CH:11]=[CH:10][CH:9]=[CH:8][N:7]=2)[C:4](=[O:12])[N:3]1[CH3:13]. (3) Given the reactants [CH3:1][O:2][C:3](C1C=CC=C2C=1NC=C2)=[O:4].[C:14]([C:17]1[C:25]2[C:20](=[CH:21][CH:22]=[C:23](OC(F)(F)F)[CH:24]=2)[N:19]([CH2:31][C:32]([OH:34])=[O:33])[CH:18]=1)(=[O:16])[CH3:15], predict the reaction product. The product is: [CH3:1][O:2][C:3]([C:21]1[CH:22]=[CH:23][CH:24]=[C:25]2[C:20]=1[N:19]([CH2:31][C:32]([OH:34])=[O:33])[CH:18]=[C:17]2[C:14](=[O:16])[CH3:15])=[O:4].